Dataset: Catalyst prediction with 721,799 reactions and 888 catalyst types from USPTO. Task: Predict which catalyst facilitates the given reaction. (1) Reactant: [C:1]([O:5][C:6]([NH:8][C:9]1[O:17][C:16]2[C:11](=[N:12][CH:13]=[C:14]([CH:18]=O)[CH:15]=2)[C:10]=1[C:20]([NH:22][C:23]1[CH:24]=[N:25][CH:26]=[CH:27][C:28]=1[N:29]1[CH2:34][C@H:33]([C:35]([F:38])([F:37])[F:36])[CH2:32][C@H:31]([NH:39][C:40](=[O:46])[O:41][C:42]([CH3:45])([CH3:44])[CH3:43])[CH2:30]1)=[O:21])=[O:7])([CH3:4])([CH3:3])[CH3:2].Cl.[F:48][C@H:49]1[CH2:53][CH2:52][NH:51][CH2:50]1.CCN(C(C)C)C(C)C.C(O[BH-](OC(=O)C)OC(=O)C)(=O)C.[Na+]. Product: [C:1]([O:5][C:6]([NH:8][C:9]1[O:17][C:16]2[C:11](=[N:12][CH:13]=[C:14]([CH2:18][N:51]3[CH2:52][CH2:53][C@H:49]([F:48])[CH2:50]3)[CH:15]=2)[C:10]=1[C:20]([NH:22][C:23]1[CH:24]=[N:25][CH:26]=[CH:27][C:28]=1[N:29]1[CH2:34][C@H:33]([C:35]([F:36])([F:38])[F:37])[CH2:32][C@H:31]([NH:39][C:40](=[O:46])[O:41][C:42]([CH3:44])([CH3:45])[CH3:43])[CH2:30]1)=[O:21])=[O:7])([CH3:3])([CH3:4])[CH3:2]. The catalyst class is: 26. (2) Reactant: [C:1]([O:5][C:6](=[O:35])[NH:7][C@H:8]1[CH2:13][CH:12]([N:14]2[CH2:21][C:20]3[C:16](=[N:17][N:18]([S:22]([CH3:25])(=[O:24])=[O:23])[CH:19]=3)[CH2:15]2)[C:11](=O)[NH:10][C@@H:9]1[C:27]1[CH:32]=[C:31]([F:33])[CH:30]=[CH:29][C:28]=1[F:34])([CH3:4])([CH3:3])[CH3:2].CO. Product: [C:1]([O:5][C:6](=[O:35])[NH:7][C@H:8]1[CH2:13][C@@H:12]([N:14]2[CH2:21][C:20]3[C:16](=[N:17][N:18]([S:22]([CH3:25])(=[O:23])=[O:24])[CH:19]=3)[CH2:15]2)[CH2:11][NH:10][C@@H:9]1[C:27]1[CH:32]=[C:31]([F:33])[CH:30]=[CH:29][C:28]=1[F:34])([CH3:4])([CH3:2])[CH3:3]. The catalyst class is: 7.